This data is from Forward reaction prediction with 1.9M reactions from USPTO patents (1976-2016). The task is: Predict the product of the given reaction. (1) Given the reactants [CH:1]([N:5]1[C:13]2[CH:12]=[C:11]([Cl:14])[N:10]=[CH:9][C:8]=2[C:7]([N:15]2[CH2:20][CH2:19][S:18][CH2:17][CH2:16]2)=[N:6]1)([CH2:3][CH3:4])[CH3:2].ClC1C=C(C=CC=1)C(OO)=[O:26], predict the reaction product. The product is: [CH:1]([N:5]1[C:13]2[CH:12]=[C:11]([Cl:14])[N:10]=[CH:9][C:8]=2[C:7]([N:15]2[CH2:16][CH2:17][S:18](=[O:26])[CH2:19][CH2:20]2)=[N:6]1)([CH2:3][CH3:4])[CH3:2]. (2) Given the reactants [OH-].[Na+].[NH2:3][C:4]1[N:9]=[C:8]([NH:10][C@@H:11]([CH2:15][CH2:16][CH3:17])[CH2:12][CH2:13][OH:14])[C:7]([CH2:18][C:19]2[CH:34]=[CH:33][C:22]([CH2:23][N:24]([CH2:31][CH3:32])[CH2:25][C:26]([O:28]CC)=[O:27])=[CH:21][C:20]=2[O:35][CH3:36])=[C:6]([CH3:37])[N:5]=1.Cl, predict the reaction product. The product is: [NH2:3][C:4]1[N:9]=[C:8]([NH:10][C@@H:11]([CH2:15][CH2:16][CH3:17])[CH2:12][CH2:13][OH:14])[C:7]([CH2:18][C:19]2[CH:34]=[CH:33][C:22]([CH2:23][N:24]([CH2:31][CH3:32])[CH2:25][C:26]([OH:28])=[O:27])=[CH:21][C:20]=2[O:35][CH3:36])=[C:6]([CH3:37])[N:5]=1. (3) Given the reactants [C:1]([N:9]1[CH2:12][C:11]2([CH2:21][C:20](=[O:22])[C:19]3[C:14](=[CH:15][CH:16]=[C:17](/[CH:23]=[CH:24]/[C:25](O)=[O:26])[CH:18]=3)[O:13]2)[CH2:10]1)(=[O:8])[C:2]1[CH:7]=[CH:6][CH:5]=[CH:4][CH:3]=1.C(Cl)CCl.C1C=CC2N(O)N=NC=2C=1.[NH2:42][O:43][CH:44]1[CH2:49][CH2:48][CH2:47][CH2:46][O:45]1, predict the reaction product. The product is: [C:1]([N:9]1[CH2:12][C:11]2([CH2:21][C:20](=[O:22])[C:19]3[C:14](=[CH:15][CH:16]=[C:17](/[CH:23]=[CH:24]/[C:25]([NH:42][O:43][CH:44]4[CH2:49][CH2:48][CH2:47][CH2:46][O:45]4)=[O:26])[CH:18]=3)[O:13]2)[CH2:10]1)(=[O:8])[C:2]1[CH:7]=[CH:6][CH:5]=[CH:4][CH:3]=1. (4) Given the reactants Br[C:2]1[CH:3]=[C:4]2[N:10]=[C:9]([C@@H:11]([N:13](COCC[Si](C)(C)C)[C:14](=[O:23])[O:15][CH2:16][C:17]3[CH:22]=[CH:21][CH:20]=[CH:19][CH:18]=3)[CH3:12])[N:8](COCC[Si](C)(C)C)[C:5]2=[N:6][CH:7]=1.[CH2:40]([C@@H:42]1[CH2:51][C:50]2[N:49]=[C:48]([CH3:52])[N:47]=[C:46]([N:53]3[CH2:59][C:58]4[CH:60]=[C:61](B(O)O)[CH:62]=[CH:63][C:57]=4[O:56][CH2:55][CH2:54]3)[C:45]=2[CH2:44][CH2:43]1)[CH3:41], predict the reaction product. The product is: [C:17]1([CH2:16][O:15][C:14](=[O:23])[NH:13][C@H:11]([C:9]2[NH:10][C:4]3[C:5]([N:8]=2)=[N:6][CH:7]=[C:2]([C:61]2[CH:62]=[CH:63][C:57]4[O:56][CH2:55][CH2:54][N:53]([C:46]5[C:45]6[CH2:44][CH2:43][C@H:42]([CH2:40][CH3:41])[CH2:51][C:50]=6[N:49]=[C:48]([CH3:52])[N:47]=5)[CH2:59][C:58]=4[CH:60]=2)[CH:3]=3)[CH3:12])[CH:18]=[CH:19][CH:20]=[CH:21][CH:22]=1. (5) Given the reactants CS(O[CH2:6][CH2:7][N:8]1[CH:16]=[C:15]2[C:10]([CH:11]=[CH:12][C:13]([N+:17]([O-:19])=[O:18])=[CH:14]2)=[N:9]1)(=O)=O.[CH3:20][N:21]1[CH2:26][CH2:25][NH:24][CH2:23][CH2:22]1, predict the reaction product. The product is: [CH3:20][N:21]1[CH2:26][CH2:25][N:24]([CH2:6][CH2:7][N:8]2[CH:16]=[C:15]3[C:10]([CH:11]=[CH:12][C:13]([N+:17]([O-:19])=[O:18])=[CH:14]3)=[N:9]2)[CH2:23][CH2:22]1. (6) Given the reactants [O:1]1[CH2:6][CH2:5][CH:4]([C:7]([C:9]2[CH:17]=[CH:16][CH:15]=[C:14]3[C:10]=2[CH2:11][CH2:12][C@H:13]3[O:18][C:19]2[CH:31]=[CH:30][C:22]3[C@H:23]([CH2:26][C:27]([OH:29])=[O:28])[CH2:24][O:25][C:21]=3[CH:20]=2)=[O:8])[CH2:3][CH2:2]1.[CH3:32][Mg]Br, predict the reaction product. The product is: [OH:8][C:7]([C:9]1[CH:17]=[CH:16][CH:15]=[C:14]2[C:10]=1[CH2:11][CH2:12][C@H:13]2[O:18][C:19]1[CH:31]=[CH:30][C:22]2[C@H:23]([CH2:26][C:27]([OH:29])=[O:28])[CH2:24][O:25][C:21]=2[CH:20]=1)([CH:4]1[CH2:3][CH2:2][O:1][CH2:6][CH2:5]1)[CH3:32].